Dataset: Full USPTO retrosynthesis dataset with 1.9M reactions from patents (1976-2016). Task: Predict the reactants needed to synthesize the given product. (1) Given the product [CH3:1][O:2][CH2:3][C:4]([C:9]1[CH:10]=[CH:11][C:12]([N:15]2[CH:19]=[CH:18][CH:17]=[N:16]2)=[CH:13][CH:14]=1)=[O:5], predict the reactants needed to synthesize it. The reactants are: [CH3:1][O:2][CH2:3][C:4]1([C:9]2[CH:14]=[CH:13][C:12]([N:15]3[CH:19]=[CH:18][CH:17]=[N:16]3)=[CH:11][CH:10]=2)OCC[O:5]1.Cl.C(O)C. (2) The reactants are: [CH2:1]([N:8]([CH2:18][C:19]1[CH:24]=[CH:23][CH:22]=[CH:21][CH:20]=1)[CH:9]1[CH2:12][CH:11]([C:13](OCC)=[O:14])[CH2:10]1)[C:2]1[CH:7]=[CH:6][CH:5]=[CH:4][CH:3]=1.[BH4-].[Li+]. Given the product [CH2:18]([N:8]([CH2:1][C:2]1[CH:7]=[CH:6][CH:5]=[CH:4][CH:3]=1)[CH:9]1[CH2:10][CH:11]([CH2:13][OH:14])[CH2:12]1)[C:19]1[CH:20]=[CH:21][CH:22]=[CH:23][CH:24]=1, predict the reactants needed to synthesize it. (3) Given the product [CH2:22]1[C:23]2([CH2:30][CH2:29][CH:28]([O:1][C:2]3[CH:11]=[C:10]4[C:5]([CH:6]=[CH:7][C:8](=[O:12])[O:9]4)=[CH:4][CH:3]=3)[CH2:27][CH2:26]2)[CH2:24][CH2:25][NH:20][CH2:21]1, predict the reactants needed to synthesize it. The reactants are: [OH:1][C:2]1[CH:11]=[C:10]2[C:5]([CH:6]=[CH:7][C:8](=[O:12])[O:9]2)=[CH:4][CH:3]=1.C(OC([N:20]1[CH2:25][CH2:24][C:23]2([CH2:30][CH2:29][CH:28](O)[CH2:27][CH2:26]2)[CH2:22][CH2:21]1)=O)(C)(C)C. (4) Given the product [Cl:1][C:2]1[N:3]=[C:4]([N:24]2[CH2:25][C:22]([F:26])([F:21])[CH2:23]2)[C:5]2[CH2:11][O:10][CH2:9][CH:8]([C:12]3[CH:17]=[CH:16][C:15]([Cl:18])=[CH:14][CH:13]=3)[C:6]=2[N:7]=1, predict the reactants needed to synthesize it. The reactants are: [Cl:1][C:2]1[N:3]=[C:4](Cl)[C:5]2[CH2:11][O:10][CH2:9][CH:8]([C:12]3[CH:17]=[CH:16][C:15]([Cl:18])=[CH:14][CH:13]=3)[C:6]=2[N:7]=1.Cl.[F:21][C:22]1([F:26])[CH2:25][NH:24][CH2:23]1. (5) Given the product [C:40]([NH:1][C:2]1[CH:7]=[C:6]([O:8][C:9]2[CH:14]=[CH:13][C:12]([NH:15][C:16]([C:18]3[C:19](=[O:31])[N:20]([C:25]4[CH:26]=[CH:27][CH:28]=[CH:29][CH:30]=4)[N:21]([CH3:24])[C:22]=3[CH3:23])=[O:17])=[C:11]([Cl:32])[CH:10]=2)[CH:5]=[CH:4][N:3]=1)(=[O:42])[CH3:41], predict the reactants needed to synthesize it. The reactants are: [NH2:1][C:2]1[CH:7]=[C:6]([O:8][C:9]2[CH:14]=[CH:13][C:12]([NH:15][C:16]([C:18]3[C:19](=[O:31])[N:20]([C:25]4[CH:30]=[CH:29][CH:28]=[CH:27][CH:26]=4)[N:21]([CH3:24])[C:22]=3[CH3:23])=[O:17])=[C:11]([Cl:32])[CH:10]=2)[CH:5]=[CH:4][N:3]=1.C(N(CC)CC)C.[C:40](OC(=O)C)(=[O:42])[CH3:41].